Dataset: NCI-60 drug combinations with 297,098 pairs across 59 cell lines. Task: Regression. Given two drug SMILES strings and cell line genomic features, predict the synergy score measuring deviation from expected non-interaction effect. Drug 1: C1C(C(OC1N2C=NC3=C(N=C(N=C32)Cl)N)CO)O. Drug 2: C1=NC2=C(N1)C(=S)N=CN2. Cell line: RXF 393. Synergy scores: CSS=25.7, Synergy_ZIP=-9.45, Synergy_Bliss=-7.30, Synergy_Loewe=-10.3, Synergy_HSA=-5.77.